From a dataset of Full USPTO retrosynthesis dataset with 1.9M reactions from patents (1976-2016). Predict the reactants needed to synthesize the given product. (1) Given the product [NH2:17][C:18]1[CH:25]=[C:24]([O:6][CH:4]([CH3:5])[CH2:3][O:2][CH3:1])[C:21]([C:22]#[N:23])=[CH:20][N:19]=1, predict the reactants needed to synthesize it. The reactants are: [CH3:1][O:2][CH2:3][CH:4]([OH:6])[CH3:5].C[Si]([N-][Si](C)(C)C)(C)C.[K+].[NH2:17][C:18]1[CH:25]=[C:24](F)[C:21]([C:22]#[N:23])=[CH:20][N:19]=1. (2) Given the product [Br:2][C:3]1[CH:4]=[CH:5][CH:6]=[C:7]2[C:12]=1[N:11]=[C:10]([C:13]1[N:17]3[CH:18]=[CH:19][C:20]([C:22]([N:28]([CH3:29])[CH3:27])=[O:24])=[CH:21][C:16]3=[N:15][CH:14]=1)[CH:9]=[CH:8]2, predict the reactants needed to synthesize it. The reactants are: Cl.[Br:2][C:3]1[CH:4]=[CH:5][CH:6]=[C:7]2[C:12]=1[N:11]=[C:10]([C:13]1[N:17]3[CH:18]=[CH:19][C:20]([C:22]([OH:24])=O)=[CH:21][C:16]3=[N:15][CH:14]=1)[CH:9]=[CH:8]2.[Li+].[Cl-].[CH3:27][NH:28][CH3:29].C(N(C(C)C)C(C)C)C.CN(C(ON1N=NC2C=CC=NC1=2)=[N+](C)C)C.F[P-](F)(F)(F)(F)F.C(=O)(O)[O-].[Na+].